From a dataset of Full USPTO retrosynthesis dataset with 1.9M reactions from patents (1976-2016). Predict the reactants needed to synthesize the given product. (1) Given the product [CH3:1][O:2][C:3]1[C:8]([CH3:9])=[CH:7][C:6]([CH3:10])=[CH:5][C:4]=1[CH2:11][CH2:12][C:13]([OH:15])=[O:14], predict the reactants needed to synthesize it. The reactants are: [CH3:1][O:2][C:3]1[C:8]([CH3:9])=[CH:7][C:6]([CH3:10])=[CH:5][C:4]=1/[CH:11]=[CH:12]/[C:13]([OH:15])=[O:14].[H][H]. (2) Given the product [F:9][C:10]1[CH:17]=[CH:16][C:13]([CH2:14][O:2][C:1]2[CH:8]=[CH:7][C:5]([OH:6])=[CH:4][CH:3]=2)=[CH:12][CH:11]=1, predict the reactants needed to synthesize it. The reactants are: [C:1]1([CH:8]=[CH:7][C:5]([OH:6])=[CH:4][CH:3]=1)[OH:2].[F:9][C:10]1[CH:17]=[CH:16][C:13]([CH2:14]Br)=[CH:12][CH:11]=1.C(=O)([O-])[O-].[K+].[K+].O.